Predict which catalyst facilitates the given reaction. From a dataset of Catalyst prediction with 721,799 reactions and 888 catalyst types from USPTO. (1) Reactant: [C:1]1([C:7]2[CH:8]=[C:9]3[C:13](=[CH:14][CH:15]=2)[NH:12][C:11](=[O:16])[CH2:10]3)[CH:6]=[CH:5][CH:4]=[CH:3][CH:2]=1.[N:17]1([CH2:22][CH2:23][O:24][C:25]2[CH:26]=[C:27]3[C:31](=[CH:32][CH:33]=2)[NH:30][C:29]([CH:34]=O)=[CH:28]3)[CH2:21][CH2:20][CH2:19][CH2:18]1.N1CCCCC1. Product: [C:1]1([C:7]2[CH:8]=[C:9]3[C:13](=[CH:14][CH:15]=2)[NH:12][C:11](=[O:16])[C:10]3=[CH:34][C:29]2[NH:30][C:31]3[C:27]([CH:28]=2)=[CH:26][C:25]([O:24][CH2:23][CH2:22][N:17]2[CH2:21][CH2:20][CH2:19][CH2:18]2)=[CH:33][CH:32]=3)[CH:2]=[CH:3][CH:4]=[CH:5][CH:6]=1. The catalyst class is: 8. (2) Reactant: [Cl:1][C:2]([Cl:28])=[CH:3][CH2:4][S:5][C:6]1[CH:11]=[CH:10][C:9]([N:12]([CH3:26])[C:13]([NH:15][C:16](=[O:25])[C:17]2[C:22]([F:23])=[CH:21][CH:20]=[CH:19][C:18]=2[F:24])=[O:14])=[C:8]([F:27])[CH:7]=1.[OH-].[Na+].[CH3:31]I.[Cl-].[NH4+]. Product: [Cl:28][C:2]([Cl:1])=[CH:3][CH2:4][S:5][C:6]1[CH:11]=[CH:10][C:9]([N:12]([CH3:26])[C:13]([N:15]([C:16](=[O:25])[C:17]2[C:22]([F:23])=[CH:21][CH:20]=[CH:19][C:18]=2[F:24])[CH3:31])=[O:14])=[C:8]([F:27])[CH:7]=1. The catalyst class is: 264. (3) Reactant: [F:1][C:2]1[CH:8]=[C:7]([I:9])[C:6]([F:10])=[CH:5][C:3]=1[NH2:4].[CH3:11][S:12](Cl)(=[O:14])=[O:13].N1C=CC=CC=1. Product: [F:1][C:2]1[CH:8]=[C:7]([I:9])[C:6]([F:10])=[CH:5][C:3]=1[NH:4][S:12]([CH3:11])(=[O:14])=[O:13]. The catalyst class is: 2. (4) Reactant: [Br:1][C:2]1[C:7]([NH2:8])=[N:6][CH:5]=[C:4]([Br:9])[N:3]=1.[H-].[Na+].[C:12]1([CH3:22])[CH:17]=[CH:16][C:15]([S:18](Cl)(=[O:20])=[O:19])=[CH:14][CH:13]=1.Cl. Product: [Br:1][C:2]1[C:7]([NH:8][S:18]([C:15]2[CH:16]=[CH:17][C:12]([CH3:22])=[CH:13][CH:14]=2)(=[O:20])=[O:19])=[N:6][CH:5]=[C:4]([Br:9])[N:3]=1. The catalyst class is: 57. (5) Reactant: [CH2:1]([C:6]1([C:11]([OH:13])=[O:12])[CH2:10][CH2:9][CH2:8][CH2:7]1)[CH2:2][CH2:3][CH2:4][CH3:5].P(Br)(Br)Br.CO.N1C=CC=C[CH:21]=1.Cl. Product: [CH2:1]([C:6]1([C:11]([O:13][CH3:21])=[O:12])[CH2:7][CH2:8][CH2:9][CH2:10]1)[CH2:2][CH2:3][CH2:4][CH3:5]. The catalyst class is: 81. (6) Reactant: [NH:1]1[C:5]2=[N:6][CH:7]=[CH:8][C:9]([C:10]3[CH:11]=[C:12]([C:16]([CH3:20])([CH3:19])[C:17]#[N:18])[CH:13]=[CH:14][CH:15]=3)=[C:4]2[CH:3]=[N:2]1.[H-].[Al+3].[Li+].[H-].[H-].[H-]. Product: [NH:1]1[C:5]2=[N:6][CH:7]=[CH:8][C:9]([C:10]3[CH:11]=[C:12]([C:16]([CH3:20])([CH3:19])[CH2:17][NH2:18])[CH:13]=[CH:14][CH:15]=3)=[C:4]2[CH:3]=[N:2]1. The catalyst class is: 7. (7) Reactant: C(OC([NH:8][C@@H:9]([CH:40]([CH3:42])[CH3:41])[C:10]([O:12][C@@H:13]1[CH2:29][C@@H:28]2[C@@:16]([CH3:39])([C@@H:17]3[C@@H:25]([CH2:26][CH2:27]2)[C@:24]2(O)[C@@:20]([CH3:38])([C@@H:21]([C:31]4[CH:32]=[CH:33][C:34](=[O:37])[O:35][CH:36]=4)[CH2:22][CH2:23]2)[CH2:19][CH2:18]3)[CH2:15][CH2:14]1)=[O:11])=O)(C)(C)C.Cl. Product: [NH2:8][C@@H:9]([CH:40]([CH3:42])[CH3:41])[C:10]([O:12][C@@H:13]1[CH2:29][C@@H:28]2[C@@:16]([CH3:39])([C@@H:17]3[C@@H:25]([CH2:26][CH2:27]2)[C:24]2[C@@:20]([CH3:38])([C@@H:21]([C:31]4[CH:32]=[CH:33][C:34](=[O:37])[O:35][CH:36]=4)[CH2:22][CH:23]=2)[CH2:19][CH2:18]3)[CH2:15][CH2:14]1)=[O:11]. The catalyst class is: 25. (8) Reactant: I[C:2]1[C:7]([CH3:8])=[CH:6][N:5]=[C:4]([O:9][CH3:10])[C:3]=1[CH3:11].C([Li])CCC.[B:17](OC(C)C)([O:22]C(C)C)[O:18]C(C)C.O. Product: [CH3:10][O:9][C:4]1[C:3]([CH3:11])=[C:2]([B:17]([OH:22])[OH:18])[C:7]([CH3:8])=[CH:6][N:5]=1. The catalyst class is: 134.